This data is from Forward reaction prediction with 1.9M reactions from USPTO patents (1976-2016). The task is: Predict the product of the given reaction. (1) Given the reactants C([N:8]1[CH2:13][CH2:12][O:11][CH:10]([C:14]2[CH:19]=[CH:18][C:17]([CH2:20][O:21][C:22]3[C:27]([Cl:28])=[CH:26][CH:25]=[CH:24][C:23]=3[Cl:29])=[CH:16][CH:15]=2)[CH2:9]1)C1C=CC=CC=1.ClC(OC(Cl)C)=O, predict the reaction product. The product is: [Cl:28][C:27]1[CH:26]=[CH:25][CH:24]=[C:23]([Cl:29])[C:22]=1[O:21][CH2:20][C:17]1[CH:16]=[CH:15][C:14]([CH:10]2[O:11][CH2:12][CH2:13][NH:8][CH2:9]2)=[CH:19][CH:18]=1. (2) Given the reactants [NH:1]1[CH2:9][CH2:8][CH2:7][CH:3]([C:4]([OH:6])=[O:5])[CH2:2]1.[CH:10](=O)[C:11]1[CH:16]=[CH:15][CH:14]=[CH:13][CH:12]=1, predict the reaction product. The product is: [CH2:10]([N:1]1[CH2:9][CH2:8][CH2:7][CH:3]([C:4]([OH:6])=[O:5])[CH2:2]1)[C:11]1[CH:16]=[CH:15][CH:14]=[CH:13][CH:12]=1. (3) Given the reactants Br[C:2]1[S:6][C:5]([NH:7][C:8]([NH:10][C:11]2[C:16]([Cl:17])=[CH:15][CH:14]=[CH:13][C:12]=2[Cl:18])=[O:9])=[C:4]([C:19]([O:21][C:22]([CH3:25])([CH3:24])[CH3:23])=[O:20])[CH:3]=1.[CH3:26][N:27]1[CH:31]=[C:30](B2OC(C)(C)C(C)(C)O2)[CH:29]=[N:28]1.C([O-])([O-])=O.[Na+].[Na+], predict the reaction product. The product is: [Cl:18][C:12]1[CH:13]=[CH:14][CH:15]=[C:16]([Cl:17])[C:11]=1[NH:10][C:8]([NH:7][C:5]1[S:6][C:2]([C:30]2[CH:29]=[N:28][N:27]([CH3:26])[CH:31]=2)=[CH:3][C:4]=1[C:19]([O:21][C:22]([CH3:25])([CH3:24])[CH3:23])=[O:20])=[O:9]. (4) Given the reactants CC1C=CN=CC=1N1C=CC2NC3C=CC=CC=3C=2C1=O.[C:22]1(=[O:35])[C:34]2[C:33]3[CH:32]=[CH:31][CH:30]=[CH:29][C:28]=3[NH:27][C:26]=2[CH:25]=[CH:24][NH:23]1.Br[C:37]1[CH:38]=[N:39][CH:40]=[CH:41][C:42]=1[C:43]([F:46])([F:45])[F:44].OC1C=CC=C2C=1N=CC=C2.C([O-])([O-])=O.[K+].[K+], predict the reaction product. The product is: [F:44][C:43]([F:46])([F:45])[C:42]1[CH:41]=[CH:40][N:39]=[CH:38][C:37]=1[N:23]1[CH:24]=[CH:25][C:26]2[NH:27][C:28]3[CH:29]=[CH:30][CH:31]=[CH:32][C:33]=3[C:34]=2[C:22]1=[O:35]. (5) The product is: [Cl:1][C:2]1[CH:7]=[CH:6][C:5]([C:8]2[C:17]3[C:16](=[CH:15][C:14]([S:18]([NH:40][C:37]4[CH:38]=[CH:39][N:34]=[CH:35][N:36]=4)(=[O:19])=[O:21])=[CH:13][CH:12]=3)[CH:11]=[CH:10][N:9]=2)=[C:4]([CH3:33])[CH:3]=1. Given the reactants [Cl:1][C:2]1[CH:7]=[CH:6][C:5]([C:8]2[C:17]3[C:12](=[CH:13][C:14]([S:18]([O:21]C4C(F)=C(F)C(F)=C(F)C=4F)(=O)=[O:19])=[CH:15][CH:16]=3)[CH:11]=[CH:10][N:9]=2)=[C:4]([CH3:33])[CH:3]=1.[N:34]1[CH:39]=[CH:38][C:37]([NH2:40])=[N:36][CH:35]=1.C[Si]([N-][Si](C)(C)C)(C)C.[Li+], predict the reaction product. (6) The product is: [C:17]([OH:24])(=[O:23])/[CH:18]=[CH:19]/[C:20]([OH:22])=[O:21].[Cl:1][C:2]1[N:7]=[CH:6][C:5]([N:8]2[C@H:15]3[C@H:10]([CH2:11][CH2:12][NH:13][CH2:14]3)[CH2:9]2)=[CH:4][C:3]=1[CH3:16]. Given the reactants [Cl:1][C:2]1[N:7]=[CH:6][C:5]([N:8]2[C@H:15]3[C@H:10]([CH2:11][CH2:12][NH:13][CH2:14]3)[CH2:9]2)=[CH:4][C:3]=1[CH3:16].[C:17]([OH:24])(=[O:23])/[CH:18]=[CH:19]/[C:20]([OH:22])=[O:21], predict the reaction product.